Dataset: Catalyst prediction with 721,799 reactions and 888 catalyst types from USPTO. Task: Predict which catalyst facilitates the given reaction. (1) The catalyst class is: 8. Product: [NH2:20][C:4]1[CH:3]=[C:2]([Cl:1])[CH:19]=[CH:18][C:5]=1[N:6]([CH3:17])[S:7]([C:10]1[CH:11]=[CH:12][C:13]([CH3:16])=[CH:14][CH:15]=1)(=[O:9])=[O:8]. Reactant: [Cl:1][C:2]1[CH:19]=[CH:18][C:5]([N:6]([CH3:17])[S:7]([C:10]2[CH:15]=[CH:14][C:13]([CH3:16])=[CH:12][CH:11]=2)(=[O:9])=[O:8])=[C:4]([N+:20]([O-])=O)[CH:3]=1.C(=O)(O)[O-].[Na+]. (2) Reactant: [CH3:13][C:12]([O:11][C:9](O[C:9]([O:11][C:12]([CH3:15])([CH3:14])[CH3:13])=[O:10])=[O:10])([CH3:15])[CH3:14].[O:16]1[CH2:20][C@@H:19]([NH2:21])[C@H:18]2[O:22][CH2:23][C@H:24]([NH2:25])[C@@H:17]12.C(N(CC)CC)C.O. Product: [C:12]([O:11][C:9](=[O:10])[NH:21][C@H:19]1[C@H:18]2[O:22][CH2:23][C@H:24]([NH2:25])[C@H:17]2[O:16][CH2:20]1)([CH3:13])([CH3:14])[CH3:15]. The catalyst class is: 2. (3) Reactant: [I-].[Sm+2].[I-].[C:4]([O:8][C:9]([N:11]1[C:20]2[C:15](=[CH:16][CH:17]=[C:18]([CH2:21][CH2:22][O:23][C:24]3[CH:25]=[C:26]4[C:30](=[CH:31][CH:32]=3)[N:29]([C:33]([C:40]3[CH:45]=[CH:44][CH:43]=[C:42]([O:46][CH2:47][C:48]5[CH:53]=[CH:52][CH:51]=[CH:50][CH:49]=5)[CH:41]=3)=[CH:34][C:35]([O:37][CH2:38][CH3:39])=[O:36])[CH:28]=[CH:27]4)[N:19]=2)[CH2:14][CH2:13][CH2:12]1)=[O:10])([CH3:7])([CH3:6])[CH3:5].CN(C)P(N(C)C)(N(C)C)=O.CO.[Cl-].[NH4+]. Product: [C:4]([O:8][C:9]([N:11]1[C:20]2[C:15](=[CH:16][CH:17]=[C:18]([CH2:21][CH2:22][O:23][C:24]3[CH:25]=[C:26]4[C:30](=[CH:31][CH:32]=3)[N:29]([CH:33]([C:40]3[CH:45]=[CH:44][CH:43]=[C:42]([O:46][CH2:47][C:48]5[CH:53]=[CH:52][CH:51]=[CH:50][CH:49]=5)[CH:41]=3)[CH2:34][C:35]([O:37][CH2:38][CH3:39])=[O:36])[CH:28]=[CH:27]4)[N:19]=2)[CH2:14][CH2:13][CH2:12]1)=[O:10])([CH3:5])([CH3:6])[CH3:7]. The catalyst class is: 8. (4) Reactant: [NH2:1][C:2]1[S:3][C:4]([S:7][CH2:8][C:9]2[O:10][C:11]([CH2:14][CH3:15])=[CH:12][N:13]=2)=[CH:5][N:6]=1.[C:16](Cl)(=[O:23])[C:17]1[CH:22]=[CH:21][CH:20]=[CH:19][CH:18]=1.C(N(CC)CC)C. Product: [CH2:14]([C:11]1[O:10][C:9]([CH2:8][S:7][C:4]2[S:3][C:2]([NH:1][C:16](=[O:23])[C:17]3[CH:22]=[CH:21][CH:20]=[CH:19][CH:18]=3)=[N:6][CH:5]=2)=[N:13][CH:12]=1)[CH3:15]. The catalyst class is: 2. (5) Reactant: [CH3:1][N:2]1[C:6]([C:7]2[S:8][C:9]([C:12]([O:14]CC)=[O:13])=[CH:10][N:11]=2)=[CH:5][CH:4]=[N:3]1.C1C(=O)N([Cl:24])C(=O)C1.[OH-].[Na+]. Product: [Cl:24][C:5]1[CH:4]=[N:3][N:2]([CH3:1])[C:6]=1[C:7]1[S:8][C:9]([C:12]([OH:14])=[O:13])=[CH:10][N:11]=1. The catalyst class is: 1. (6) Reactant: [C:1]([C:3]1[CH:4]=[C:5]([CH:9]=[CH:10][CH:11]=1)[C:6]([OH:8])=O)#[N:2].CN(C(ON1N=NC2C=CC=NC1=2)=[N+](C)C)C.F[P-](F)(F)(F)(F)F.CCN(C(C)C)C(C)C.[NH2:45][C:46]1[CH:51]=[CH:50][CH:49]=[CH:48][C:47]=1/[CH:52]=[CH:53]/[C:54]([O:56][CH3:57])=[O:55]. Product: [C:1]([C:3]1[CH:4]=[C:5]([CH:9]=[CH:10][CH:11]=1)[C:6]([NH:45][C:46]1[CH:51]=[CH:50][CH:49]=[CH:48][C:47]=1/[CH:52]=[CH:53]/[C:54]([O:56][CH3:57])=[O:55])=[O:8])#[N:2]. The catalyst class is: 4. (7) Reactant: C(Cl)Cl.[F:4][C:5]([F:32])([F:31])[C:6]1[CH:11]=[CH:10][CH:9]=[CH:8][C:7]=1[S:12][CH2:13][C:14]([N:16]1[CH2:21][CH2:20][C:19]2([C:29]3[C:24](=[CH:25][CH:26]=[CH:27][CH:28]=3)[NH:23][C:22]2=[O:30])[CH2:18][CH2:17]1)=[O:15].ClC1C=CC=C(C(OO)=[O:41])C=1. Product: [F:32][C:5]([F:4])([F:31])[C:6]1[CH:11]=[CH:10][CH:9]=[CH:8][C:7]=1[S:12]([CH2:13][C:14]([N:16]1[CH2:17][CH2:18][C:19]2([C:29]3[C:24](=[CH:25][CH:26]=[CH:27][CH:28]=3)[NH:23][C:22]2=[O:30])[CH2:20][CH2:21]1)=[O:15])=[O:41]. The catalyst class is: 6.